Dataset: Forward reaction prediction with 1.9M reactions from USPTO patents (1976-2016). Task: Predict the product of the given reaction. (1) Given the reactants [CH:1]([N:4]1[C:12]2[C:7](=[CH:8][CH:9]=[CH:10][CH:11]=2)[C:6]([C:13]([NH:15][C@@H:16]2[CH2:20][N:19]([C:21]([O:23][C:24]([CH3:27])([CH3:26])[CH3:25])=[O:22])[C@H:18]([CH2:28][NH:29][CH3:30])[CH2:17]2)=[O:14])=[N:5]1)([CH3:3])[CH3:2].[CH3:31][S:32](Cl)(=[O:34])=[O:33], predict the reaction product. The product is: [CH:1]([N:4]1[C:12]2[C:7](=[CH:8][CH:9]=[CH:10][CH:11]=2)[C:6]([C:13]([NH:15][C@@H:16]2[CH2:20][N:19]([C:21]([O:23][C:24]([CH3:25])([CH3:27])[CH3:26])=[O:22])[C@H:18]([CH2:28][N:29]([CH3:30])[S:32]([CH3:31])(=[O:34])=[O:33])[CH2:17]2)=[O:14])=[N:5]1)([CH3:3])[CH3:2]. (2) Given the reactants [CH:1]([C:3]1[N:8]=[CH:7][C:6]([CH2:9][N:10]2[CH2:15][CH2:14][O:13][CH2:12][CH2:11]2)=[CH:5][CH:4]=1)=C.[O:16]1CCCC1, predict the reaction product. The product is: [N:10]1([CH2:9][C:6]2[CH:5]=[CH:4][C:3]([CH:1]=[O:16])=[N:8][CH:7]=2)[CH2:15][CH2:14][O:13][CH2:12][CH2:11]1. (3) Given the reactants [CH3:1][O:2][C:3](=[O:24])[C:4]1[CH:9]=[C:8]([CH:10]=O)[CH:7]=[C:6]([Br:12])[C:5]=1[O:13][CH2:14][C:15]1[CH:20]=[CH:19][CH:18]=[C:17]([N+:21]([O-:23])=[O:22])[CH:16]=1.[CH3:25]/[C:26](/[NH2:30])=[CH:27]\[C:28]#[N:29].[CH2:31]([CH:34]1[CH2:39][C:38](=[O:40])[CH2:37][C:36](=O)[CH2:35]1)[CH2:32][CH3:33], predict the reaction product. The product is: [CH3:1][O:2][C:3](=[O:24])[C:4]1[CH:9]=[C:8]([CH:10]2[C:37]3[C:38](=[O:40])[CH2:39][CH:34]([CH2:31][CH2:32][CH3:33])[CH2:35][C:36]=3[NH:30][C:26]([CH3:25])=[C:27]2[C:28]#[N:29])[CH:7]=[C:6]([Br:12])[C:5]=1[O:13][CH2:14][C:15]1[CH:20]=[CH:19][CH:18]=[C:17]([N+:21]([O-:23])=[O:22])[CH:16]=1. (4) Given the reactants [CH:1]([C:3]1[CH:11]=[CH:10][C:6]([C:7]([OH:9])=O)=[CH:5][CH:4]=1)=[O:2].[CH:12]1[CH:12]=[CH:17][C:16]2[N:18](O)N=[N:18][C:16]=2[CH:17]=1.Cl.CN(C)CCCN=C=NCC.[OH2:34].CN([CH:38]=[O:39])C, predict the reaction product. The product is: [CH3:38][O:39][C:12](=[O:34])[CH2:17][CH2:16][NH:18][C:7](=[O:9])[C:6]1[CH:5]=[CH:4][C:3]([CH:1]=[O:2])=[CH:11][CH:10]=1. (5) Given the reactants [C:1]([C:4]1[N:9]=[CH:8][CH:7]=[CH:6][N:5]=1)(=O)[CH3:2].Cl.[NH2:11][OH:12].C(N(CC)CC)C.O, predict the reaction product. The product is: [C:1](=[N:11][OH:12])([C:4]1[N:9]=[CH:8][CH:7]=[CH:6][N:5]=1)[CH3:2].